Dataset: Full USPTO retrosynthesis dataset with 1.9M reactions from patents (1976-2016). Task: Predict the reactants needed to synthesize the given product. The reactants are: [CH3:1][O:2][C:3]1[CH:22]=[CH:21][C:6]([CH2:7][C@@H:8]2[C:12]3=[N:13][C:14]4[CH:19]=[CH:18][CH:17]=[CH:16][C:15]=4[N:11]3[C:10](=[O:20])[NH:9]2)=[CH:5][CH:4]=1.[Cl:23][C:24]1[CH:29]=[CH:28][C:27]([C@@H:30]([NH2:32])[CH3:31])=[CH:26][CH:25]=1.C(O)(C(F)(F)F)=O. Given the product [NH:11]1[C:15]2[CH:16]=[CH:17][CH:18]=[CH:19][C:14]=2[N:13]=[C:12]1[C@H:8]([NH:9][C:10]([NH:32][C@H:30]([C:27]1[CH:28]=[CH:29][C:24]([Cl:23])=[CH:25][CH:26]=1)[CH3:31])=[O:20])[CH2:7][C:6]1[CH:21]=[CH:22][C:3]([O:2][CH3:1])=[CH:4][CH:5]=1, predict the reactants needed to synthesize it.